Dataset: Full USPTO retrosynthesis dataset with 1.9M reactions from patents (1976-2016). Task: Predict the reactants needed to synthesize the given product. (1) Given the product [F:29][C:23]1[CH:24]=[CH:25][CH:26]=[C:27]([F:28])[C:22]=1[C:21]1[C:15]2[O:14][CH:13]([CH2:12][N:30]=[N+:31]=[N-:32])[CH2:17][C:16]=2[CH:18]=[CH:19][CH:20]=1, predict the reactants needed to synthesize it. The reactants are: CC1C=CC(S(O[CH2:12][CH:13]2[CH2:17][C:16]3[CH:18]=[CH:19][CH:20]=[C:21]([C:22]4[C:27]([F:28])=[CH:26][CH:25]=[CH:24][C:23]=4[F:29])[C:15]=3[O:14]2)(=O)=O)=CC=1.[N-:30]=[N+:31]=[N-:32].[Na+].N(CC1CC2C=C(Cl)C=C(C3C=CSC=3)C=2O1)=[N+]=[N-]. (2) Given the product [CH:27]1([C:25]([C:13]2[CH:14]=[CH:15][CH:16]=[C:4]([CH:1]([CH3:3])[CH3:2])[C:5]=2[O:6][CH:7]2[CH2:12][CH2:11][CH2:10][CH2:9][O:8]2)=[O:26])[CH2:30][CH2:29][CH2:28]1, predict the reactants needed to synthesize it. The reactants are: [CH:1]([C:4]1[CH:16]=[CH:15][CH:14]=[CH:13][C:5]=1[O:6][CH:7]1[CH2:12][CH2:11][CH2:10][CH2:9][O:8]1)([CH3:3])[CH3:2].[Li+].CCC[CH2-].CON(C)[C:25]([CH:27]1[CH2:30][CH2:29][CH2:28]1)=[O:26]. (3) The reactants are: C([O:8][C@@H:9]([CH3:49])[C@H:10]([O:42][C:43]1[CH:48]=[CH:47][CH:46]=[CH:45][CH:44]=1)[C@@H:11]([CH2:34][C:35]1[CH:40]=[CH:39][C:38]([CH3:41])=[CH:37][CH:36]=1)[CH2:12][CH2:13][CH2:14][C@H:15]([NH:26][C:27]([O:29][C:30]([CH3:33])([CH3:32])[CH3:31])=[O:28])[C:16]([O:18]CC1C=CC=CC=1)=[O:17])C1C=CC=CC=1. Given the product [C:30]([O:29][C:27]([NH:26][C@@H:15]([CH2:14][CH2:13][CH2:12][C@H:11]([CH2:34][C:35]1[CH:36]=[CH:37][C:38]([CH3:41])=[CH:39][CH:40]=1)[C@@H:10]([O:42][C:43]1[CH:48]=[CH:47][CH:46]=[CH:45][CH:44]=1)[C@@H:9]([OH:8])[CH3:49])[C:16]([OH:18])=[O:17])=[O:28])([CH3:33])([CH3:31])[CH3:32], predict the reactants needed to synthesize it. (4) Given the product [Cl:16][C:12]1[C:11]([Cl:15])=[CH:10][N:9]=[C:8]([NH:1][C:2]2[CH:7]=[CH:6][CH:5]=[CH:4][CH:3]=2)[N:13]=1, predict the reactants needed to synthesize it. The reactants are: [NH:1]([C:8]1[NH:13][C:12](=O)[C:11]([Cl:15])=[CH:10][N:9]=1)[C:2]1[CH:7]=[CH:6][CH:5]=[CH:4][CH:3]=1.[Cl-:16].